From a dataset of Catalyst prediction with 721,799 reactions and 888 catalyst types from USPTO. Predict which catalyst facilitates the given reaction. (1) Reactant: [F:1][C:2]1[CH:28]=[C:27]([F:29])[CH:26]=[CH:25][C:3]=1[O:4][CH:5]1[CH2:10][CH2:9][N:8]([C:11]2[N:12]=[C:13]3[CH2:24][CH2:23][NH:22][CH2:21][C:14]3=[N:15][C:16]=2[NH:17][CH:18]([CH3:20])[CH3:19])[CH2:7][CH2:6]1.C([O-])([O-])=O.[K+].[K+].Br[CH2:37][CH2:38][F:39]. Product: [F:1][C:2]1[CH:28]=[C:27]([F:29])[CH:26]=[CH:25][C:3]=1[O:4][CH:5]1[CH2:6][CH2:7][N:8]([C:11]2[N:12]=[C:13]3[CH2:24][CH2:23][N:22]([CH2:37][CH2:38][F:39])[CH2:21][C:14]3=[N:15][C:16]=2[NH:17][CH:18]([CH3:20])[CH3:19])[CH2:9][CH2:10]1. The catalyst class is: 21. (2) Reactant: [H-].[Al+3].[Li+].[H-].[H-].[H-].[NH:7]1[C:16]2[C:11](=[CH:12][CH:13]=[CH:14][CH:15]=2)[NH:10][CH2:9][C:8]1=O. Product: [NH:7]1[C:16]2[C:11](=[CH:12][CH:13]=[CH:14][CH:15]=2)[NH:10][CH2:9][CH2:8]1. The catalyst class is: 1. (3) Reactant: Cl[C:2]1[N:7]=[C:6]([NH:8][C:9]2[NH:10][N:11]=[C:12]([CH2:14][CH2:15][C:16]3[CH:21]=[C:20]([O:22][CH3:23])[CH:19]=[C:18]([Cl:24])[CH:17]=3)[CH:13]=2)[CH:5]=[CH:4][N:3]=1.Cl.[NH2:26][CH2:27][C:28]1[O:32][N:31]=[C:30]([C:33]([NH2:35])=[O:34])[CH:29]=1.C(N(C(C)C)C(C)C)C. Product: [Cl:24][C:18]1[CH:17]=[C:16]([CH2:15][CH2:14][C:12]2[CH:13]=[C:9]([NH:8][C:6]3[CH:5]=[CH:4][N:3]=[C:2]([NH:26][CH2:27][C:28]4[O:32][N:31]=[C:30]([C:33]([NH2:35])=[O:34])[CH:29]=4)[N:7]=3)[NH:10][N:11]=2)[CH:21]=[C:20]([O:22][CH3:23])[CH:19]=1. The catalyst class is: 141. (4) Reactant: [C:1]([O-:4])(=S)[CH3:2].[K+].[N+:6]([C:9]1[CH:14]=[CH:13][CH:12]=[CH:11][CH:10]=1)([O-])=O.CN(C=O)C. Product: [C:1]([NH:6][C:9]1[CH:14]=[CH:13][CH:12]=[CH:11][CH:10]=1)(=[O:4])[CH3:2]. The catalyst class is: 170.